Dataset: NCI-60 drug combinations with 297,098 pairs across 59 cell lines. Task: Regression. Given two drug SMILES strings and cell line genomic features, predict the synergy score measuring deviation from expected non-interaction effect. (1) Drug 1: CC1=C(C(=CC=C1)Cl)NC(=O)C2=CN=C(S2)NC3=CC(=NC(=N3)C)N4CCN(CC4)CCO. Drug 2: CNC(=O)C1=NC=CC(=C1)OC2=CC=C(C=C2)NC(=O)NC3=CC(=C(C=C3)Cl)C(F)(F)F. Cell line: RXF 393. Synergy scores: CSS=25.8, Synergy_ZIP=-7.67, Synergy_Bliss=-0.554, Synergy_Loewe=-70.0, Synergy_HSA=-0.692. (2) Drug 1: CN(C)C1=NC(=NC(=N1)N(C)C)N(C)C. Drug 2: C1CCC(C(C1)N)N.C(=O)(C(=O)[O-])[O-].[Pt+4]. Cell line: SNB-75. Synergy scores: CSS=-0.972, Synergy_ZIP=-1.04, Synergy_Bliss=-4.66, Synergy_Loewe=-19.4, Synergy_HSA=-6.29. (3) Drug 1: CC=C1C(=O)NC(C(=O)OC2CC(=O)NC(C(=O)NC(CSSCCC=C2)C(=O)N1)C(C)C)C(C)C. Drug 2: CCC1(CC2CC(C3=C(CCN(C2)C1)C4=CC=CC=C4N3)(C5=C(C=C6C(=C5)C78CCN9C7C(C=CC9)(C(C(C8N6C)(C(=O)OC)O)OC(=O)C)CC)OC)C(=O)OC)O.OS(=O)(=O)O. Cell line: HT29. Synergy scores: CSS=26.3, Synergy_ZIP=-6.45, Synergy_Bliss=-3.72, Synergy_Loewe=-10.5, Synergy_HSA=-2.53. (4) Drug 1: CC1=C2C(C(=O)C3(C(CC4C(C3C(C(C2(C)C)(CC1OC(=O)C(C(C5=CC=CC=C5)NC(=O)OC(C)(C)C)O)O)OC(=O)C6=CC=CC=C6)(CO4)OC(=O)C)OC)C)OC. Drug 2: C1=CC(=CC=C1C#N)C(C2=CC=C(C=C2)C#N)N3C=NC=N3. Cell line: CAKI-1. Synergy scores: CSS=28.9, Synergy_ZIP=-1.01, Synergy_Bliss=-3.59, Synergy_Loewe=-27.8, Synergy_HSA=-1.67. (5) Drug 1: CC1C(C(CC(O1)OC2CC(OC(C2O)C)OC3=CC4=CC5=C(C(=O)C(C(C5)C(C(=O)C(C(C)O)O)OC)OC6CC(C(C(O6)C)O)OC7CC(C(C(O7)C)O)OC8CC(C(C(O8)C)O)(C)O)C(=C4C(=C3C)O)O)O)O. Drug 2: CC(C)(C#N)C1=CC(=CC(=C1)CN2C=NC=N2)C(C)(C)C#N. Cell line: ACHN. Synergy scores: CSS=10.9, Synergy_ZIP=-0.451, Synergy_Bliss=-1.99, Synergy_Loewe=-0.0295, Synergy_HSA=-0.867. (6) Synergy scores: CSS=3.52, Synergy_ZIP=-0.613, Synergy_Bliss=0.638, Synergy_Loewe=1.27, Synergy_HSA=0.737. Drug 1: C1=CN(C=N1)CC(O)(P(=O)(O)O)P(=O)(O)O. Cell line: A498. Drug 2: COC1=C2C(=CC3=C1OC=C3)C=CC(=O)O2.